From a dataset of Full USPTO retrosynthesis dataset with 1.9M reactions from patents (1976-2016). Predict the reactants needed to synthesize the given product. Given the product [Cl:1][C:2]1[CH:3]=[C:4]([N:10]2[C:14]([CH3:15])=[C:13]([CH2:16][C:17]3[CH:25]=[CH:24][C:20]([C:21]([N:31]4[CH2:32][CH:29]([OH:28])[CH2:30]4)=[O:22])=[CH:19][CH:18]=3)[C:12]([CH3:26])=[N:11]2)[CH:5]=[CH:6][C:7]=1[C:8]#[N:9], predict the reactants needed to synthesize it. The reactants are: [Cl:1][C:2]1[CH:3]=[C:4]([N:10]2[C:14]([CH3:15])=[C:13]([CH2:16][C:17]3[CH:25]=[CH:24][C:20]([C:21](O)=[O:22])=[CH:19][CH:18]=3)[C:12]([CH3:26])=[N:11]2)[CH:5]=[CH:6][C:7]=1[C:8]#[N:9].Cl.[OH:28][CH:29]1[CH2:32][NH:31][CH2:30]1.C(N(CC)CC)C.[Cl-].COC1N=C(OC)N=C([N+]2(C)CCOCC2)N=1.